This data is from Full USPTO retrosynthesis dataset with 1.9M reactions from patents (1976-2016). The task is: Predict the reactants needed to synthesize the given product. The reactants are: [CH3:1][O:2][C:3](=[O:18])[C@@H:4]1[C@H:9]([OH:10])[CH2:8][CH2:7][CH2:6][N:5]1[C:11]([O:13][C:14]([CH3:17])([CH3:16])[CH3:15])=[O:12].CCN(C(C)C)C(C)C.[Si:28](Cl)([C:31]([CH3:34])([CH3:33])[CH3:32])([CH3:30])[CH3:29]. Given the product [CH3:1][O:2][C:3](=[O:18])[C@@H:4]1[C@H:9]([O:10][Si:28]([C:31]([CH3:34])([CH3:33])[CH3:32])([CH3:30])[CH3:29])[CH2:8][CH2:7][CH2:6][N:5]1[C:11]([O:13][C:14]([CH3:15])([CH3:17])[CH3:16])=[O:12], predict the reactants needed to synthesize it.